This data is from Reaction yield outcomes from USPTO patents with 853,638 reactions. The task is: Predict the reaction yield, written as a fraction of the theoretical maximum amount of product (1.0 means a 100% yield; for example, 0.34 means a 34% yield). (1) The catalyst is CN(C=O)C. The product is [I:1][C:2]1[C:6]2[CH:7]=[N:8][CH:9]=[CH:10][C:5]=2[N:4]([CH:18]([CH3:20])[CH3:19])[CH:3]=1. The yield is 0.610. The reactants are [I:1][C:2]1[C:6]2[CH:7]=[N:8][CH:9]=[CH:10][C:5]=2[NH:4][CH:3]=1.C(=O)([O-])[O-].[Cs+].[Cs+].I[CH:18]([CH3:20])[CH3:19].O. (2) The reactants are [F:1][C:2]1[CH:11]=[C:10]2[C:5]([CH2:6][CH2:7][N:8]([C:18](=[O:24])[CH2:19][CH2:20][C:21](O)=[O:22])[CH:9]2[C:12]2[CH:17]=[CH:16][CH:15]=[CH:14][CH:13]=2)=[CH:4][CH:3]=1.[F:25][C:26]([F:36])([F:35])[C:27]1[CH:28]=[C:29]([CH:32]=[CH:33][CH:34]=1)[CH2:30][NH2:31].C1C=NC2N(O)N=NC=2C=1.C(Cl)CCl. The catalyst is C(Cl)Cl.CO.CCCCCCC.O. The product is [NH3:8].[F:1][C:2]1[CH:11]=[C:10]2[C:5]([CH2:6][CH2:7][N:8]([C:18](=[O:24])[CH2:19][CH2:20][C:21]([NH:31][CH2:30][C:29]3[CH:32]=[CH:33][CH:34]=[C:27]([C:26]([F:35])([F:36])[F:25])[CH:28]=3)=[O:22])[CH:9]2[C:12]2[CH:17]=[CH:16][CH:15]=[CH:14][CH:13]=2)=[CH:4][CH:3]=1. The yield is 0.0200. (3) The reactants are [Cl:1][C:2]1[N:11]=[C:10](Cl)[C:9]2[C:4](=[CH:5][CH:6]=[CH:7][C:8]=2[C:13]2[CH:18]=[CH:17][CH:16]=[CH:15][CH:14]=2)[N:3]=1.C(N(CC)CC)C.[N:26]1[CH:31]=[CH:30][CH:29]=[CH:28][C:27]=1[CH2:32][NH2:33]. The yield is 0.750. The catalyst is C1COCC1. The product is [Cl:1][C:2]1[N:11]=[C:10]([NH:33][CH2:32][C:27]2[CH:28]=[CH:29][CH:30]=[CH:31][N:26]=2)[C:9]2[C:4](=[CH:5][CH:6]=[CH:7][C:8]=2[C:13]2[CH:18]=[CH:17][CH:16]=[CH:15][CH:14]=2)[N:3]=1. (4) The reactants are [C:1]([O:4][C@H:5]([C:8]#[C:9][C:10]#[C:11][C@H:12]([NH2:22])[CH2:13][CH2:14][CH2:15][CH2:16][CH2:17][CH2:18][CH2:19][CH2:20][CH3:21])[CH:6]=[CH2:7])(=[O:3])[CH3:2].C(N(CC)CC)C.[CH3:30][S:31](Cl)(=[O:33])=[O:32]. The catalyst is C(Cl)Cl. The product is [C:1]([O:4][C@H:5]([C:8]#[C:9][C:10]#[C:11][C@H:12]([NH:22][S:31]([CH3:30])(=[O:33])=[O:32])[CH2:13][CH2:14][CH2:15][CH2:16][CH2:17][CH2:18][CH2:19][CH2:20][CH3:21])[CH:6]=[CH2:7])(=[O:3])[CH3:2]. The yield is 0.558.